From a dataset of Experimentally validated miRNA-target interactions with 360,000+ pairs, plus equal number of negative samples. Binary Classification. Given a miRNA mature sequence and a target amino acid sequence, predict their likelihood of interaction. (1) The miRNA is mmu-miR-1903 with sequence CCUUCUUCUUCUUCCUGAGACA. The protein sequence of the target gene is MFRKARRVNVRKRNDSEEEERERDEEQEPPPLLPPPGTGEEAGPGGGDRAPGGESLLGPGPSPPSALTPGLGAEAGGGFPGGAEPGNGLKPRKRPRENKEVPRASLLSFQDEEEENEEVFKVKKSSYSKKIVKLLKKEYKEDLEKSKIKTELNSSAESEQPLDKTGHVKDTNQEDGVIISEHGEDEMDMESEKEEEKPKTGGAFSNALSSLNVLRPGEIPDAAFIHAARKKRQMARELGDFTPHDNEPGKGRLVREDENDASDDEDDDEKRRIVFSVKEKSQRQKIAEEIGIEGSDDDAL.... Result: 0 (no interaction). (2) The miRNA is hsa-miR-877-3p with sequence UCCUCUUCUCCCUCCUCCCAG. The protein sequence of the target gene is MLVGQGAGPLGPAVVTAAVVLLLSGVGPAHGSEDIVVGCGGFVKSDVEINYSLIEIKLYTKHGTLKYQTDCAPNNGYFMIPLYDKGDFILKIEPPLGWSFEPTTVELHVDGVSDICTKGGDINFVFTGFSVNGKVLSKGQPLGPAGVQVSLRNTGTEAKIQSTVTQPGGKFAFFKVLPGDYEILATHPTWALKEASTTVRVTNSNANAASPLIVAGYNVSGSVRSDGEPMKGVKFLLFSSLVTKEDVLGCNVSPVPGFQPQDESLVYLCYTVSREDGSFSFYSLPSGGYTVIPFYRGERI.... Result: 1 (interaction). (3) The miRNA is hsa-miR-6872-3p with sequence CCCAUGCCUCCUGCCGCGGUC. The protein sequence of the target gene is MVSWIISRLVVLIFGTLYPAYSSYKAVKTKNVKEYVKWMMYWIVFAFFTTAETLTDIILSWFPFYFELKIAFVIWLLSPYTKGSSVLYRKFVHPTLSNKEKEIDEYITQARDKSYETMMRVGKRGLNLAANAAVTAAAKGQGVLSEKLRSFSMQDLTLIRDEDALPLQGPDGRLQPGPVGLLDTIEDLGDEPALSLRSSTSQPDPRTETSEDDLGDKAPKRTKPIKKVPRAEPPASKTLKTRPKKKSSGGGDSA. Result: 0 (no interaction).